From a dataset of NCI-60 drug combinations with 297,098 pairs across 59 cell lines. Regression. Given two drug SMILES strings and cell line genomic features, predict the synergy score measuring deviation from expected non-interaction effect. (1) Synergy scores: CSS=22.2, Synergy_ZIP=-3.61, Synergy_Bliss=0.793, Synergy_Loewe=1.69, Synergy_HSA=1.88. Drug 1: C1CC(=O)NC(=O)C1N2CC3=C(C2=O)C=CC=C3N. Drug 2: C1CN(CCN1C(=O)CCBr)C(=O)CCBr. Cell line: BT-549. (2) Drug 1: CCCCCOC(=O)NC1=NC(=O)N(C=C1F)C2C(C(C(O2)C)O)O. Cell line: SK-OV-3. Drug 2: CNC(=O)C1=NC=CC(=C1)OC2=CC=C(C=C2)NC(=O)NC3=CC(=C(C=C3)Cl)C(F)(F)F. Synergy scores: CSS=-2.10, Synergy_ZIP=0.153, Synergy_Bliss=-2.23, Synergy_Loewe=-1.97, Synergy_HSA=-3.35. (3) Drug 1: CC1=C(C=C(C=C1)NC2=NC=CC(=N2)N(C)C3=CC4=NN(C(=C4C=C3)C)C)S(=O)(=O)N.Cl. Drug 2: C1C(C(OC1N2C=NC(=NC2=O)N)CO)O. Cell line: HCT-15. Synergy scores: CSS=11.0, Synergy_ZIP=-0.130, Synergy_Bliss=3.19, Synergy_Loewe=-6.38, Synergy_HSA=1.46. (4) Drug 1: CC1=C(C(CCC1)(C)C)C=CC(=CC=CC(=CC(=O)O)C)C. Cell line: SNB-19. Drug 2: C#CCC(CC1=CN=C2C(=N1)C(=NC(=N2)N)N)C3=CC=C(C=C3)C(=O)NC(CCC(=O)O)C(=O)O. Synergy scores: CSS=40.0, Synergy_ZIP=-2.42, Synergy_Bliss=-11.4, Synergy_Loewe=-42.7, Synergy_HSA=-12.5. (5) Drug 1: CS(=O)(=O)C1=CC(=C(C=C1)C(=O)NC2=CC(=C(C=C2)Cl)C3=CC=CC=N3)Cl. Drug 2: CC1=C2C(C(=O)C3(C(CC4C(C3C(C(C2(C)C)(CC1OC(=O)C(C(C5=CC=CC=C5)NC(=O)C6=CC=CC=C6)O)O)OC(=O)C7=CC=CC=C7)(CO4)OC(=O)C)O)C)OC(=O)C. Cell line: NCI-H226. Synergy scores: CSS=43.6, Synergy_ZIP=8.04, Synergy_Bliss=7.64, Synergy_Loewe=-28.4, Synergy_HSA=9.17. (6) Drug 1: CC1OCC2C(O1)C(C(C(O2)OC3C4COC(=O)C4C(C5=CC6=C(C=C35)OCO6)C7=CC(=C(C(=C7)OC)O)OC)O)O. Drug 2: CCN(CC)CCNC(=O)C1=C(NC(=C1C)C=C2C3=C(C=CC(=C3)F)NC2=O)C. Cell line: KM12. Synergy scores: CSS=43.5, Synergy_ZIP=-12.7, Synergy_Bliss=-11.9, Synergy_Loewe=-7.12, Synergy_HSA=-6.87. (7) Drug 2: C1C(C(OC1N2C=NC3=C2NC=NCC3O)CO)O. Synergy scores: CSS=36.2, Synergy_ZIP=-13.1, Synergy_Bliss=-8.43, Synergy_Loewe=-10.2, Synergy_HSA=-3.66. Drug 1: C1=NC2=C(N1)C(=S)N=CN2. Cell line: HCT-15.